From a dataset of Catalyst prediction with 721,799 reactions and 888 catalyst types from USPTO. Predict which catalyst facilitates the given reaction. (1) Reactant: Cl[C:2]1[CH2:6][C@H:5]([CH:7]2[CH2:11][CH2:10][CH2:9][CH2:8]2)[N:4]([C:12]2[CH:19]=[CH:18][C:15]([C:16]#[N:17])=[C:14]([CH3:20])[N:13]=2)[N:3]=1.[CH3:21][O:22][C:23]1[N:31]=[C:30](B2OC(C)(C)C(C)(C)O2)[CH:29]=[CH:28][C:24]=1[C:25]([NH2:27])=[O:26].C(=O)([O-])[O-].[Na+].[Na+]. Product: [C:16]([C:15]1[CH:18]=[CH:19][C:12]([N:4]2[C@@H:5]([CH:7]3[CH2:11][CH2:10][CH2:9][CH2:8]3)[CH2:6][C:2]([C:30]3[CH:29]=[CH:28][C:24]([C:25]([NH2:27])=[O:26])=[C:23]([O:22][CH3:21])[N:31]=3)=[N:3]2)=[N:13][C:14]=1[CH3:20])#[N:17]. The catalyst class is: 668. (2) Reactant: [C:1]1([Mg]Br)[CH:6]=[CH:5][CH:4]=[CH:3][CH:2]=1.[CH2:9]([O:11][C:12]([C:14]1[N:15]([CH3:31])[C:16]([CH2:29][CH3:30])=[C:17]([C:27]#[N:28])[C:18]=1[C:19]1[CH:24]=[CH:23][C:22]([CH:25]=[O:26])=[CH:21][CH:20]=1)=[O:13])[CH3:10].O. Product: [CH2:9]([O:11][C:12]([C:14]1[N:15]([CH3:31])[C:16]([CH2:29][CH3:30])=[C:17]([C:27]#[N:28])[C:18]=1[C:19]1[CH:24]=[CH:23][C:22]([CH:25]([OH:26])[C:1]2[CH:6]=[CH:5][CH:4]=[CH:3][CH:2]=2)=[CH:21][CH:20]=1)=[O:13])[CH3:10]. The catalyst class is: 1. (3) The catalyst class is: 22. Reactant: [O:1]=[C:2]1[C:7]2[CH:8]=[CH:9][CH:10]=[CH:11][C:6]=2[S:5][C:4]([C:12]2[N:17]=[C:16]([CH2:18][S:19][CH2:20][C:21]([O:23][CH3:24])=[O:22])[CH:15]=[CH:14][CH:13]=2)=[N:3]1.ClC1C=CC=C(C(OO)=[O:33])C=1. Product: [O:1]=[C:2]1[C:7]2[CH:8]=[CH:9][CH:10]=[CH:11][C:6]=2[S:5][C:4]([C:12]2[N:17]=[C:16]([CH2:18][S:19]([CH2:20][C:21]([O:23][CH3:24])=[O:22])=[O:33])[CH:15]=[CH:14][CH:13]=2)=[N:3]1.